Task: Predict the reactants needed to synthesize the given product.. Dataset: Full USPTO retrosynthesis dataset with 1.9M reactions from patents (1976-2016) (1) Given the product [Cl:15][C:16]1[C:21]([O:14][C:11]2[CH:12]=[CH:13][C:8]([NH:7][C:2]3[CH:3]=[CH:4][CH:5]=[CH:6][N:1]=3)=[CH:9][CH:10]=2)=[N:20][CH:19]=[CH:18][N:17]=1, predict the reactants needed to synthesize it. The reactants are: [N:1]1[CH:6]=[CH:5][CH:4]=[CH:3][C:2]=1[NH:7][C:8]1[CH:13]=[CH:12][C:11]([OH:14])=[CH:10][CH:9]=1.[Cl:15][C:16]1[C:21](Cl)=[N:20][CH:19]=[CH:18][N:17]=1.C(=O)([O-])[O-].[Cs+].[Cs+]. (2) Given the product [CH3:26][N:27]1[CH2:32][CH2:31][N:30]([CH2:33][C:34]2[CH:35]=[CH:36][C:37]([NH:40][C:23]([C:20]3[CH:21]=[CH:22][C:13]([C:3]4[C:4]([Cl:12])=[C:5]([O:10][CH3:11])[CH:6]=[C:7]([O:8][CH3:9])[C:2]=4[Cl:1])=[C:14]4[C:19]=3[N:18]=[CH:17][CH:16]=[CH:15]4)=[O:24])=[N:38][CH:39]=2)[CH2:29][CH2:28]1, predict the reactants needed to synthesize it. The reactants are: [Cl:1][C:2]1[C:7]([O:8][CH3:9])=[CH:6][C:5]([O:10][CH3:11])=[C:4]([Cl:12])[C:3]=1[C:13]1[CH:22]=[CH:21][C:20]([C:23](O)=[O:24])=[C:19]2[C:14]=1[CH:15]=[CH:16][CH:17]=[N:18]2.[CH3:26][N:27]1[CH2:32][CH2:31][N:30]([CH2:33][C:34]2[CH:35]=[CH:36][C:37]([NH2:40])=[N:38][CH:39]=2)[CH2:29][CH2:28]1. (3) Given the product [CH2:2]([O:4][C:5](=[O:15])[C@H:6]([CH2:8][C:9]1[CH:14]=[CH:13][CH:12]=[CH:11][CH:10]=1)[NH:7][C:21]1[N:22]=[C:17]([Cl:16])[N:18]=[C:19]([N:24]([CH2:31][CH2:32][CH2:33][CH2:34][CH2:35][CH3:36])[CH2:25][CH2:26][CH2:27][CH2:28][CH2:29][CH3:30])[N:20]=1)[CH3:3], predict the reactants needed to synthesize it. The reactants are: Cl.[CH2:2]([O:4][C:5](=[O:15])[C@H:6]([CH2:8][C:9]1[CH:14]=[CH:13][CH:12]=[CH:11][CH:10]=1)[NH2:7])[CH3:3].[Cl:16][C:17]1[N:22]=[C:21](Cl)[N:20]=[C:19]([N:24]([CH2:31][CH2:32][CH2:33][CH2:34][CH2:35][CH3:36])[CH2:25][CH2:26][CH2:27][CH2:28][CH2:29][CH3:30])[N:18]=1.C(=O)([O-])[O-].[Na+].[Na+]. (4) Given the product [Cl:36][C:33]1[CH:32]=[CH:31][C:30]([C:20]2[N:19]([CH:10]([CH:11]3[CH2:12][CH2:13][C:14]([F:17])([F:18])[CH2:15][CH2:16]3)[C:9]([OH:47])=[O:37])[C:23]3[CH:24]=[C:25]([F:29])[C:26]([F:28])=[CH:27][C:22]=3[N:21]=2)=[CH:35][CH:34]=1, predict the reactants needed to synthesize it. The reactants are: C(N(N=O)[C:9](=[O:37])[CH:10]([N:19]1[C:23]2[CH:24]=[C:25]([F:29])[C:26]([F:28])=[CH:27][C:22]=2[N:21]=[C:20]1[C:30]1[CH:35]=[CH:34][C:33]([Cl:36])=[CH:32][CH:31]=1)[CH:11]1[CH2:16][CH2:15][C:14]([F:18])([F:17])[CH2:13][CH2:12]1)C1C=CC=CC=1.O.[OH-].[Li+].OO.C(O)(=[O:47])C. (5) Given the product [OH:2][CH2:1][C:3]1[N:4]([S:14]([N:17]([CH3:19])[CH3:18])(=[O:15])=[O:16])[CH:5]=[C:6]([C:8]2[CH:13]=[CH:12][CH:11]=[CH:10][CH:9]=2)[N:7]=1, predict the reactants needed to synthesize it. The reactants are: [CH:1]([C:3]1[N:4]([S:14]([N:17]([CH3:19])[CH3:18])(=[O:16])=[O:15])[CH:5]=[C:6]([C:8]2[CH:13]=[CH:12][CH:11]=[CH:10][CH:9]=2)[N:7]=1)=[O:2].[BH4-].[Na+].O. (6) Given the product [CH3:1][O:2][CH2:3][CH2:4][O:5][CH2:6][CH2:7][O:8][CH2:9][CH2:10][O:11][CH2:12][CH2:13][O:14][CH2:15][CH2:16][O:17][CH2:18][CH2:19][O:20][CH2:21][CH2:22][O:23][CH2:24][CH2:25][O:26][CH2:27][CH2:28][O:29][CH2:30][CH2:31][O:32][CH2:33][CH2:34][O:35][CH2:36][CH2:37][O:38][CH2:41][C:42]#[CH:43], predict the reactants needed to synthesize it. The reactants are: [CH3:1][O:2][CH2:3][CH2:4][O:5][CH2:6][CH2:7][O:8][CH2:9][CH2:10][O:11][CH2:12][CH2:13][O:14][CH2:15][CH2:16][O:17][CH2:18][CH2:19][O:20][CH2:21][CH2:22][O:23][CH2:24][CH2:25][O:26][CH2:27][CH2:28][O:29][CH2:30][CH2:31][O:32][CH2:33][CH2:34][O:35][CH2:36][CH2:37][OH:38].[H-].[Na+].[CH2:41](Br)[C:42]#[CH:43].C1(C)C=CC=CC=1. (7) Given the product [C:1]1([CH2:11][N:12]2[CH:16]=[C:15]([CH2:17][CH2:18][NH:19][C:20]([CH:22]3[CH2:27][CH2:26][O:25][CH2:24][CH2:23]3)=[O:21])[S:14]/[C:13]/2=[N:28]\[S:29]([C:32]2[CH:41]=[CH:40][CH:39]=[CH:38][C:33]=2[C:34]([OH:36])=[O:35])(=[O:31])=[O:30])[C:10]2[C:5](=[CH:6][CH:7]=[CH:8][CH:9]=2)[CH:4]=[CH:3][CH:2]=1, predict the reactants needed to synthesize it. The reactants are: [C:1]1([CH2:11][N:12]2[CH:16]=[C:15]([CH2:17][CH2:18][NH:19][C:20]([CH:22]3[CH2:27][CH2:26][O:25][CH2:24][CH2:23]3)=[O:21])[S:14]/[C:13]/2=[N:28]\[S:29]([C:32]2[CH:41]=[CH:40][CH:39]=[CH:38][C:33]=2[C:34]([O:36]C)=[O:35])(=[O:31])=[O:30])[C:10]2[C:5](=[CH:6][CH:7]=[CH:8][CH:9]=2)[CH:4]=[CH:3][CH:2]=1.C(OC(NCCC1S/C(=N\S(C2C=CC=CC=2C(O)=O)(=O)=O)/N(CC2C3C(=CC=CC=3)C=CC=2)C=1)=O)(C)(C)C. (8) Given the product [CH3:16][N:2]([CH3:1])[CH2:3][CH:4]([NH:6][C:7]1[CH:8]=[CH:9][C:10]([NH2:13])=[CH:11][CH:12]=1)[CH3:5], predict the reactants needed to synthesize it. The reactants are: [CH3:1][N:2]([CH3:16])[CH2:3][CH:4]([NH:6][C:7]1[CH:12]=[CH:11][C:10]([N+:13]([O-])=O)=[CH:9][CH:8]=1)[CH3:5].O.NN. (9) Given the product [Cl:1][C:2]1[CH:3]=[N:4][C:5]([N:8]2[CH2:13][CH2:12][CH:11]([C@H:14]3[CH2:16][C@H:15]3[CH2:17][CH2:18][N:19]([CH3:33])[C:20]3[CH:25]=[CH:24][C:23]([S:26]([CH3:29])(=[O:28])=[O:27])=[CH:22][CH:21]=3)[CH2:10][CH2:9]2)=[N:6][CH:7]=1, predict the reactants needed to synthesize it. The reactants are: [Cl:1][C:2]1[CH:3]=[N:4][C:5]([N:8]2[CH2:13][CH2:12][CH:11]([C@H:14]3[CH2:16][C@H:15]3[CH2:17][CH2:18][NH:19][C:20]3[CH:25]=[CH:24][C:23]([S:26]([CH3:29])(=[O:28])=[O:27])=[CH:22][CH:21]=3)[CH2:10][CH2:9]2)=[N:6][CH:7]=1.C=O.Cl[CH:33](Cl)C.C(O[BH-](OC(=O)C)OC(=O)C)(=O)C.[Na+]. (10) Given the product [NH2:11][C:10]1[C:9]([OH:8])=[C:15]([F:16])[C:14]([O:17][C:18]2[CH:19]=[N:20][C:21]([S:24]([CH3:27])(=[O:26])=[O:25])=[CH:22][CH:23]=2)=[CH:13][CH:12]=1, predict the reactants needed to synthesize it. The reactants are: C([O:8][C:9]1[C:15]([F:16])=[C:14]([O:17][C:18]2[CH:19]=[N:20][C:21]([S:24]([CH3:27])(=[O:26])=[O:25])=[CH:22][CH:23]=2)[CH:13]=[CH:12][C:10]=1[NH2:11])C1C=CC=CC=1.O1CCCC1.